From a dataset of Catalyst prediction with 721,799 reactions and 888 catalyst types from USPTO. Predict which catalyst facilitates the given reaction. Reactant: [ClH:1].[CH3:2][O:3][C:4]([C:6]1[NH:7][C:8]([C@@H:11]([NH:13]C(OC(C)(C)C)=O)[CH3:12])=[N:9][CH:10]=1)=[O:5]. Product: [ClH:1].[CH3:2][O:3][C:4]([C:6]1[NH:7][C:8]([C@@H:11]([NH2:13])[CH3:12])=[N:9][CH:10]=1)=[O:5]. The catalyst class is: 89.